This data is from NCI-60 drug combinations with 297,098 pairs across 59 cell lines. The task is: Regression. Given two drug SMILES strings and cell line genomic features, predict the synergy score measuring deviation from expected non-interaction effect. (1) Drug 1: C1CC(=O)NC(=O)C1N2CC3=C(C2=O)C=CC=C3N. Drug 2: CCC1=CC2CC(C3=C(CN(C2)C1)C4=CC=CC=C4N3)(C5=C(C=C6C(=C5)C78CCN9C7C(C=CC9)(C(C(C8N6C)(C(=O)OC)O)OC(=O)C)CC)OC)C(=O)OC.C(C(C(=O)O)O)(C(=O)O)O. Cell line: NCI/ADR-RES. Synergy scores: CSS=4.05, Synergy_ZIP=-2.74, Synergy_Bliss=-2.58, Synergy_Loewe=3.00, Synergy_HSA=-0.747. (2) Drug 1: C1=CC(=C2C(=C1NCCNCCO)C(=O)C3=C(C=CC(=C3C2=O)O)O)NCCNCCO. Drug 2: C(=O)(N)NO. Cell line: K-562. Synergy scores: CSS=50.5, Synergy_ZIP=5.35, Synergy_Bliss=4.28, Synergy_Loewe=-46.0, Synergy_HSA=3.70. (3) Drug 1: CCC1=C2CN3C(=CC4=C(C3=O)COC(=O)C4(CC)O)C2=NC5=C1C=C(C=C5)O. Drug 2: CCC1(CC2CC(C3=C(CCN(C2)C1)C4=CC=CC=C4N3)(C5=C(C=C6C(=C5)C78CCN9C7C(C=CC9)(C(C(C8N6C)(C(=O)OC)O)OC(=O)C)CC)OC)C(=O)OC)O.OS(=O)(=O)O. Cell line: MCF7. Synergy scores: CSS=9.06, Synergy_ZIP=-3.77, Synergy_Bliss=-0.434, Synergy_Loewe=-9.93, Synergy_HSA=-1.26. (4) Drug 1: CC12CCC(CC1=CCC3C2CCC4(C3CC=C4C5=CN=CC=C5)C)O. Drug 2: COC1=C(C=C2C(=C1)N=CN=C2NC3=CC(=C(C=C3)F)Cl)OCCCN4CCOCC4. Cell line: SF-268. Synergy scores: CSS=18.1, Synergy_ZIP=-3.82, Synergy_Bliss=5.30, Synergy_Loewe=2.87, Synergy_HSA=4.13. (5) Drug 1: C(CN)CNCCSP(=O)(O)O. Drug 2: N.N.Cl[Pt+2]Cl. Cell line: OVCAR3. Synergy scores: CSS=45.8, Synergy_ZIP=2.80, Synergy_Bliss=2.35, Synergy_Loewe=-12.4, Synergy_HSA=-2.14. (6) Drug 1: CNC(=O)C1=CC=CC=C1SC2=CC3=C(C=C2)C(=NN3)C=CC4=CC=CC=N4. Drug 2: CCCS(=O)(=O)NC1=C(C(=C(C=C1)F)C(=O)C2=CNC3=C2C=C(C=N3)C4=CC=C(C=C4)Cl)F. Cell line: HT29. Synergy scores: CSS=46.4, Synergy_ZIP=2.12, Synergy_Bliss=3.65, Synergy_Loewe=-5.15, Synergy_HSA=3.06.